From a dataset of Reaction yield outcomes from USPTO patents with 853,638 reactions. Predict the reaction yield, written as a fraction of the theoretical maximum amount of product (1.0 means a 100% yield; for example, 0.34 means a 34% yield). (1) The reactants are [CH3:1][C:2]1[C:7]([OH:8])=[CH:6][CH:5]=[CH:4][N:3]=1.[H-].[Na+].[Br:11][C:12]1[CH:13]=[C:14]([N+]([O-])=O)[C:15]([C:18]#[N:19])=[N:16][CH:17]=1.O. The catalyst is CN(C=O)C. The product is [Br:11][C:12]1[CH:13]=[C:14]([O:8][C:7]2[C:2]([CH3:1])=[N:3][CH:4]=[CH:5][CH:6]=2)[C:15]([C:18]#[N:19])=[N:16][CH:17]=1. The yield is 0.480. (2) The catalyst is C1COCC1. The yield is 0.200. The reactants are [F:1][C:2]1[CH:7]=[CH:6][C:5]([C:8]2[S:9][C:10]([C:13]([C:15]3[CH:20]=[CH:19][N:18]=[CH:17][CH:16]=3)=[O:14])=[CH:11][N:12]=2)=[CH:4][CH:3]=1.[CH:21]([Mg]Br)([CH3:23])[CH3:22]. The product is [F:1][C:2]1[CH:3]=[CH:4][C:5]([C:8]2[S:9][C:10]([C:13]([C:15]3[CH:16]=[CH:17][N:18]=[CH:19][CH:20]=3)([OH:14])[CH:21]([CH3:23])[CH3:22])=[CH:11][N:12]=2)=[CH:6][CH:7]=1. (3) The reactants are [CH3:1][C:2]1[C:6]([CH2:7][N:8]2[CH:12]=[C:11]([N:13]3[C:17](=[O:18])[CH2:16][NH:15][C:14]3=[O:19])[CH:10]=[N:9]2)=[C:5]([CH3:20])[O:4][N:3]=1.Br[CH2:22][CH2:23][O:24][C:25]1[CH:30]=[CH:29][CH:28]=[CH:27][CH:26]=1.C(=O)([O-])[O-].[Cs+].[Cs+]. The catalyst is Cl. The product is [CH3:1][C:2]1[C:6]([CH2:7][N:8]2[CH:12]=[C:11]([N:13]3[C:17](=[O:18])[CH2:16][N:15]([CH2:22][CH2:23][O:24][C:25]4[CH:30]=[CH:29][CH:28]=[CH:27][CH:26]=4)[C:14]3=[O:19])[CH:10]=[N:9]2)=[C:5]([CH3:20])[O:4][N:3]=1. The yield is 0.540. (4) The reactants are [Br:1][C:2]1[CH:3]=[CH:4][C:5]([Cl:10])=[C:6]([CH2:8][OH:9])[CH:7]=1.[H-].[Na+].[CH3:13][NH:14][C:15](Cl)=[O:16].[NH4+].[Cl-]. The catalyst is O1CCCC1. The product is [CH3:13][NH:14][C:15](=[O:16])[O:9][CH2:8][C:6]1[CH:7]=[C:2]([Br:1])[CH:3]=[CH:4][C:5]=1[Cl:10]. The yield is 0.580. (5) The reactants are [O-:1][Mn](=O)(=O)=O.[K+].[Cl:7][C:8]1[CH:27]=[CH:26][C:11]([C:12]([C:14]2[CH:15]=[C:16]3[C:21](=[CH:22][CH:23]=2)[N:20]=[CH:19][CH:18]=[C:17]3[CH:24]=[O:25])=[O:13])=[CH:10][CH:9]=1. The catalyst is O.CC(=O)C. The product is [Cl:7][C:8]1[CH:27]=[CH:26][C:11]([C:12]([C:14]2[CH:15]=[C:16]3[C:21](=[CH:22][CH:23]=2)[N:20]=[CH:19][CH:18]=[C:17]3[C:24]([OH:1])=[O:25])=[O:13])=[CH:10][CH:9]=1. The yield is 0.870. (6) The reactants are [Cu][C:2]#[N:3].Br[C:5]1[CH:10]=[CH:9][C:8]([Cl:11])=[C:7]([O:12][CH3:13])[C:6]=1[F:14]. The catalyst is CN(C)C=O. The product is [Cl:11][C:8]1[CH:9]=[CH:10][C:5]([C:2]#[N:3])=[C:6]([F:14])[C:7]=1[O:12][CH3:13]. The yield is 0.650. (7) The reactants are C([O:5][C:6]([N:8]1[C:12]2[CH:13]=[CH:14][C:15]([CH:21]=[CH2:22])=[C:16]([CH2:17][CH2:18][CH2:19][NH2:20])[C:11]=2[O:10][CH:9]1[CH2:23][CH3:24])=O)(C)(C)C.Cl.[CH2:26](Cl)Cl. The catalyst is O1CCOCC1. The product is [C:6]([N:8]1[C:12]2[CH:13]=[CH:14][C:15]([CH:21]=[CH2:22])=[C:16]([CH2:17][CH2:18][CH2:19][NH2:20])[C:11]=2[O:10][CH:9]1[CH2:23][CH3:24])(=[O:5])[CH3:26]. The yield is 0.640.